Dataset: Reaction yield outcomes from USPTO patents with 853,638 reactions. Task: Predict the reaction yield, written as a fraction of the theoretical maximum amount of product (1.0 means a 100% yield; for example, 0.34 means a 34% yield). (1) The reactants are [C:1]([O:5][C:6]([N:8]1[CH2:13][CH2:12][C:11]2([CH2:18][CH2:17][NH:16][CH2:15][CH2:14]2)[CH2:10][CH2:9]1)=[O:7])([CH3:4])([CH3:3])[CH3:2].C(N(CC)CC)C.[C:26]([C:28]1[CH:36]=[CH:35][C:31]([C:32](Cl)=[O:33])=[CH:30][CH:29]=1)#[N:27]. The catalyst is C(Cl)Cl.CN(C)C1C=CN=CC=1. The product is [C:1]([O:5][C:6]([N:8]1[CH2:13][CH2:12][C:11]2([CH2:18][CH2:17][N:16]([C:32](=[O:33])[C:31]3[CH:35]=[CH:36][C:28]([C:26]#[N:27])=[CH:29][CH:30]=3)[CH2:15][CH2:14]2)[CH2:10][CH2:9]1)=[O:7])([CH3:4])([CH3:2])[CH3:3]. The yield is 0.740. (2) The product is [Br:15][C:16]1[C:21]([CH3:22])=[C:20]([Cl:23])[CH:19]=[C:18]([CH:24]([Cl:3])[CH3:25])[C:17]=1[O:27][CH3:28]. The yield is 0.600. The reactants are N1C(Cl)=NC(Cl)=NC=1[Cl:3].CN(C)C=O.[Br:15][C:16]1[C:17]([O:27][CH3:28])=[C:18]([CH:24](O)[CH3:25])[CH:19]=[C:20]([Cl:23])[C:21]=1[CH3:22]. The catalyst is C(Cl)Cl. (3) The reactants are [F:1][C:2]1[CH:7]=[CH:6][C:5]([S:8]([NH:11][CH2:12][C:13]2[CH:22]=[CH:21][C:16]([C:17]([O:19][CH3:20])=[O:18])=[CH:15][CH:14]=2)(=[O:10])=[O:9])=[CH:4][CH:3]=1.CCCO.[CH:27]1[CH:32]=[CH:31]C(P([C:27]2[CH:32]=[CH:31]C=[CH:29][CH:28]=2)[C:27]2[CH:32]=[CH:31]C=[CH:29][CH:28]=2)=[CH:29][CH:28]=1.N(C(OC(C)C)=O)=NC(OC(C)C)=O. The catalyst is C1COCC1.O. The product is [F:1][C:2]1[CH:7]=[CH:6][C:5]([S:8]([N:11]([CH2:12][C:13]2[CH:14]=[CH:15][C:16]([C:17]([O:19][CH3:20])=[O:18])=[CH:21][CH:22]=2)[CH:27]([CH2:32][CH3:31])[CH2:28][CH3:29])(=[O:10])=[O:9])=[CH:4][CH:3]=1. The yield is 0.710. (4) The reactants are [Cl:1][C:2]1[C:10]([C:11]#[N:12])=[CH:9][CH:8]=[C:7]2[C:3]=1[CH:4]=[C:5]([C:18]([NH2:20])=O)[N:6]2[CH2:13][C:14]([F:17])([F:16])[F:15].N1C=CC=CC=1.C(OC(C(F)(F)F)=O)(C(F)(F)F)=O. The catalyst is C(Cl)Cl. The product is [Cl:1][C:2]1[C:10]([C:11]#[N:12])=[CH:9][CH:8]=[C:7]2[C:3]=1[CH:4]=[C:5]([C:18]#[N:20])[N:6]2[CH2:13][C:14]([F:16])([F:17])[F:15]. The yield is 0.720. (5) The reactants are [ClH:1].[F:2][C:3]1[CH:49]=[CH:48][CH:47]=[CH:46][C:4]=1[CH2:5][NH:6][C:7](=[O:45])[CH2:8][CH:9]1[C:15](=[O:16])[N:14]([C:17]2[CH:22]=[CH:21][C:20]([CH2:23][NH:24]C(OC(C)(C)C)=O)=[CH:19][CH:18]=2)[C:13]2[CH:32]=[CH:33][CH:34]=[CH:35][C:12]=2[N:11]([CH2:36][C:37]2[CH:42]=[CH:41][C:40]([OH:43])=[CH:39][CH:38]=2)[C:10]1=[O:44]. The catalyst is C(OCC)(=O)C. The product is [ClH:1].[F:2][C:3]1[CH:49]=[CH:48][CH:47]=[CH:46][C:4]=1[CH2:5][NH:6][C:7](=[O:45])[CH2:8][CH:9]1[C:15](=[O:16])[N:14]([C:17]2[CH:18]=[CH:19][C:20]([CH2:23][NH2:24])=[CH:21][CH:22]=2)[C:13]2[CH:32]=[CH:33][CH:34]=[CH:35][C:12]=2[N:11]([CH2:36][C:37]2[CH:38]=[CH:39][C:40]([OH:43])=[CH:41][CH:42]=2)[C:10]1=[O:44]. The yield is 0.900. (6) The reactants are C([N:8]1[CH2:13][CH2:12][CH:11]([NH:14][C:15]2[CH:20]=[C:19]([N:21]3[C:29]4[C:24](=[CH:25][C:26]([S:30]([CH3:33])(=[O:32])=[O:31])=[CH:27][CH:28]=4)[CH2:23][CH2:22]3)[N:18]=[CH:17][N:16]=2)[CH2:10][CH2:9]1)C1C=CC=CC=1.C(N(C(C)C)CC)(C)C.ClC(OC(Cl)C)=O. The catalyst is C(Cl)Cl. The product is [CH3:33][S:30]([C:26]1[CH:25]=[C:24]2[C:29](=[CH:28][CH:27]=1)[N:21]([C:19]1[N:18]=[CH:17][N:16]=[C:15]([NH:14][CH:11]3[CH2:12][CH2:13][NH:8][CH2:9][CH2:10]3)[CH:20]=1)[CH2:22][CH2:23]2)(=[O:32])=[O:31]. The yield is 0.150. (7) The reactants are [OH:1][C:2]1[CH:7]=[CH:6][C:5]([C:8]2[C:16]3[C:11](=[CH:12][CH:13]=[C:14]([C:17]#[N:18])[CH:15]=3)[N:10]([CH:19]3[CH2:24][CH2:23][CH2:22][CH2:21][O:20]3)[N:9]=2)=[CH:4][CH:3]=1.C(=O)([O-])[O-].[K+].[K+].CN(C)C=O.Br[CH2:37][CH:38]([CH3:40])[CH3:39]. The catalyst is CCOC(C)=O. The product is [CH3:37][CH:38]([CH3:40])[CH2:39][O:1][C:2]1[CH:7]=[CH:6][C:5]([C:8]2[C:16]3[C:11](=[CH:12][CH:13]=[C:14]([C:17]#[N:18])[CH:15]=3)[N:10]([CH:19]3[CH2:24][CH2:23][CH2:22][CH2:21][O:20]3)[N:9]=2)=[CH:4][CH:3]=1. The yield is 0.736.